Task: Predict which catalyst facilitates the given reaction.. Dataset: Catalyst prediction with 721,799 reactions and 888 catalyst types from USPTO Reactant: Cl[C:2](Cl)(Cl)[C:3](Cl)=[O:4].C([O:10]C=CC)C.Cl.[CH2:15]([NH:17]N)[CH3:16].[N:19]1[CH:24]=[CH:23][CH:22]=[CH:21][CH:20]=1. Product: [CH2:24]([N:19]1[CH:20]=[C:21]([CH3:22])[C:15]([C:16]([O:4][CH2:3][CH3:2])=[O:10])=[N:17]1)[CH3:23]. The catalyst class is: 621.